From a dataset of Forward reaction prediction with 1.9M reactions from USPTO patents (1976-2016). Predict the product of the given reaction. (1) The product is: [CH3:10][CH:9]1[N:8]([CH2:7][C:1]2[CH:2]=[CH:3][CH:4]=[CH:5][CH:6]=2)[C:28](=[S:29])[N:27]([C:24]2[CH:23]=[CH:22][C:21]([O:14][C:15]3[CH:16]=[CH:17][CH:18]=[CH:19][CH:20]=3)=[CH:26][CH:25]=2)[C:11]1=[O:13]. Given the reactants [C:1]1([CH2:7][NH:8][C@H:9]([C:11]([OH:13])=O)[CH3:10])[CH:6]=[CH:5][CH:4]=[CH:3][CH:2]=1.[O:14]([C:21]1[CH:26]=[CH:25][C:24]([N:27]=[C:28]=[S:29])=[CH:23][CH:22]=1)[C:15]1[CH:20]=[CH:19][CH:18]=[CH:17][CH:16]=1, predict the reaction product. (2) Given the reactants [CH3:1][N:2]1[C:10]2[C:5](=[CH:6][C:7]([C:11]([NH:13][C:14]3[CH:22]=[C:21]4[C:17]([C:18]([C:23]5[CH:28]=[CH:27][C:26]([N+:29]([O-])=O)=[CH:25][CH:24]=5)=[CH:19][NH:20]4)=[CH:16][CH:15]=3)=[O:12])=[CH:8][CH:9]=2)[CH:4]=[CH:3]1.[H][H], predict the reaction product. The product is: [NH2:29][C:26]1[CH:25]=[CH:24][C:23]([C:18]2[C:17]3[C:21](=[CH:22][C:14]([NH:13][C:11]([C:7]4[CH:6]=[C:5]5[C:10](=[CH:9][CH:8]=4)[N:2]([CH3:1])[CH:3]=[CH:4]5)=[O:12])=[CH:15][CH:16]=3)[NH:20][CH:19]=2)=[CH:28][CH:27]=1. (3) Given the reactants Cl[C:2]1[N:3]=[C:4]([N:21]2[CH2:26][CH2:25][O:24][CH2:23][CH2:22]2)[C:5]2[S:10][C:9]([CH2:11][N:12]3[CH2:17][CH2:16][CH:15]([N:18]([CH3:20])[CH3:19])[CH2:14][CH2:13]3)=[CH:8][C:6]=2[N:7]=1.C([N:34]1[C:42]2[C:37](=[CH:38][CH:39]=[CH:40][CH:41]=2)[C:36](B(O)O)=[CH:35]1)(OC(C)(C)C)=O.C(=O)([O-])[O-].[Na+].[Na+], predict the reaction product. The product is: [NH:34]1[C:42]2[C:37](=[CH:38][CH:39]=[CH:40][CH:41]=2)[C:36]([C:2]2[N:3]=[C:4]([N:21]3[CH2:26][CH2:25][O:24][CH2:23][CH2:22]3)[C:5]3[S:10][C:9]([CH2:11][N:12]4[CH2:17][CH2:16][CH:15]([N:18]([CH3:20])[CH3:19])[CH2:14][CH2:13]4)=[CH:8][C:6]=3[N:7]=2)=[CH:35]1. (4) Given the reactants [CH:1]1[C:6]([N:7]2[C:12](=[O:13])[CH2:11][O:10][CH2:9][CH2:8]2)=[CH:5][CH:4]=[C:3]([N:14]2[C:18](=[O:19])[O:17][C@@H:16]([CH2:20][NH:21][C:22]([C:24]3S[C:27](Cl)=[CH:26][CH:25]=3)=[O:23])[CH2:15]2)[CH:2]=1.O[C@H](CNC1C=CC(N2CCOCC2=O)=CC=1)CN1[C:41](=[O:42])[C:40]2[C:40](=[CH:39]C=C[CH:39]=2)[C:41]1=[O:42].NC1C=CC(N2CCOCC2=O)=CC=1.O1C[C@@H]1CN1C(=O)C2C(=CC=CC=2)C1=O, predict the reaction product. The product is: [O:19]=[C:18]1[N:14]([C:3]2[CH:4]=[CH:5][C:6]([N:7]3[CH2:8][CH2:9][O:10][CH2:11][C:12]3=[O:13])=[CH:1][CH:2]=2)[CH2:15][C@H:16]([CH2:20][N:21]2[C:41](=[O:42])[C:40]3[C:24](=[CH:25][CH:26]=[CH:27][CH:39]=3)[C:22]2=[O:23])[O:17]1. (5) Given the reactants [O:1]=[C:2]1[N:6]([CH:7]2[CH2:12][CH2:11][NH:10][CH2:9][CH2:8]2)[C:5]2[CH:13]=[CH:14][CH:15]=[CH:16][C:4]=2[NH:3]1.[CH2:17]([N:24]([CH2:28][C:29]1[CH:34]=[CH:33][CH:32]=[CH:31][CH:30]=1)[CH2:25][CH2:26]Br)[C:18]1[CH:23]=[CH:22][CH:21]=[CH:20][CH:19]=1, predict the reaction product. The product is: [CH2:28]([N:24]([CH2:17][C:18]1[CH:23]=[CH:22][CH:21]=[CH:20][CH:19]=1)[CH2:25][CH2:26][N:10]1[CH2:9][CH2:8][CH:7]([N:6]2[C:5]3[CH:13]=[CH:14][CH:15]=[CH:16][C:4]=3[NH:3][C:2]2=[O:1])[CH2:12][CH2:11]1)[C:29]1[CH:34]=[CH:33][CH:32]=[CH:31][CH:30]=1.